Dataset: Forward reaction prediction with 1.9M reactions from USPTO patents (1976-2016). Task: Predict the product of the given reaction. (1) Given the reactants [CH2:1]([O:8][N:9]1[C:15](=[O:16])[N:14]2[CH2:17][C@H:10]1[CH2:11][CH2:12][C@H:13]2[C:18]([OH:20])=O)[C:2]1[CH:7]=[CH:6][CH:5]=[CH:4][CH:3]=1.[NH2:21][O:22][CH2:23][C:24]([NH2:26])=[O:25].ON1C2C=CC=CC=2N=N1.Cl.C(N=C=NCCCN(C)C)C, predict the reaction product. The product is: [NH2:26][C:24](=[O:25])[CH2:23][O:22][NH:21][C:18]([C@@H:13]1[CH2:12][CH2:11][C@@H:10]2[CH2:17][N:14]1[C:15](=[O:16])[N:9]2[O:8][CH2:1][C:2]1[CH:3]=[CH:4][CH:5]=[CH:6][CH:7]=1)=[O:20]. (2) Given the reactants [C:1]1([NH:7][C:8]2[CH:16]=[CH:15][C:11]([C:12]([OH:14])=O)=[CH:10][N:9]=2)[CH:6]=[CH:5][CH:4]=[CH:3][CH:2]=1.[C:17]1([CH2:23][CH2:24][CH2:25][NH2:26])[CH:22]=[CH:21][CH:20]=[CH:19][CH:18]=1, predict the reaction product. The product is: [C:1]1([NH:7][C:8]2[CH:16]=[CH:15][C:11]([C:12]([NH:26][CH2:25][CH2:24][CH2:23][C:17]3[CH:22]=[CH:21][CH:20]=[CH:19][CH:18]=3)=[O:14])=[CH:10][N:9]=2)[CH:2]=[CH:3][CH:4]=[CH:5][CH:6]=1.